This data is from Forward reaction prediction with 1.9M reactions from USPTO patents (1976-2016). The task is: Predict the product of the given reaction. (1) Given the reactants [F:1][C:2]1[CH:7]=[CH:6][C:5]([C:8]2[N:9]=[CH:10][N:11]([CH3:26])[C:12]=2[C:13]2[S:25][C:16]3[N:17]=[CH:18][N:19]=[C:20](S(C)(=O)=O)[C:15]=3[CH:14]=2)=[CH:4][CH:3]=1.C[N:28]1C(C2SC3N=CN=C(S(C)(=O)=O)C=3C=2)=C(C2C=CC=CC=2)N=C1, predict the reaction product. The product is: [F:1][C:2]1[CH:7]=[CH:6][C:5]([C:8]2[N:9]=[CH:10][N:11]([CH3:26])[C:12]=2[C:13]2[S:25][C:16]3[N:17]=[CH:18][N:19]=[C:20]([NH2:28])[C:15]=3[CH:14]=2)=[CH:4][CH:3]=1. (2) Given the reactants [F:1][C:2]([F:13])([F:12])[C:3]1[CH:11]=[CH:10][CH:9]=[CH:8][C:4]=1[C:5](Cl)=[O:6].[F:14][C:15]1[C:16]([N:22]2[CH:26]=[CH:25][C:24]([NH2:27])=[N:23]2)=[N:17][CH:18]=[CH:19][C:20]=1[I:21].C(N(CC)CC)C, predict the reaction product. The product is: [F:14][C:15]1[C:16]([N:22]2[CH:26]=[CH:25][C:24]([NH:27][C:5](=[O:6])[C:4]3[CH:8]=[CH:9][CH:10]=[CH:11][C:3]=3[C:2]([F:13])([F:12])[F:1])=[N:23]2)=[N:17][CH:18]=[CH:19][C:20]=1[I:21]. (3) Given the reactants [Cl:1][C:2]1[CH:7]=[CH:6][C:5]([CH2:8][OH:9])=[C:4]([F:10])[CH:3]=1, predict the reaction product. The product is: [Cl:1][C:2]1[CH:7]=[CH:6][C:5]([CH:8]=[O:9])=[C:4]([F:10])[CH:3]=1. (4) Given the reactants [CH:1]1[C:10]2[C:5](=[CH:6][CH:7]=[CH:8][CH:9]=2)[CH:4]=[CH:3][C:2]=1[SH:11].Cl[CH2:13][CH2:14][CH2:15][CH2:16][OH:17].C(N(CC)CC)C.O, predict the reaction product. The product is: [CH:1]1[C:10]2[C:5](=[CH:6][CH:7]=[CH:8][CH:9]=2)[CH:4]=[CH:3][C:2]=1[S:11][CH2:13][CH2:14][CH2:15][CH2:16][OH:17]. (5) The product is: [OH:9][C@@H:6]([CH2:7][CH3:8])[C@@H:2]([N:1]([C:47]1[CH:46]=[CH:45][C:44]([C:38]2[CH:39]=[CH:40][CH:41]=[CH:42][CH:43]=2)=[CH:49][CH:48]=1)[C:15]([O:16][CH3:17])=[O:36])[C:3]([OH:5])=[O:4]. Given the reactants [NH2:1][C@H:2]([C@@H:6]([OH:9])[CH2:7][CH3:8])[C:3]([OH:5])=[O:4].C([O-])(O)=O.[Na+].[C:15](=O)([O-:36])[O:16][C:17]1C(C)=C(C2C=CC(C3C=CC=CC=3)=CC=2)C=CN=1.[C:38]1([C:44]2[CH:49]=[CH:48][C:47](C3C=CN(C([O-])=O)C(=O)C=3C)=[CH:46][CH:45]=2)[CH:43]=[CH:42][CH:41]=[CH:40][CH:39]=1, predict the reaction product. (6) Given the reactants [F:1][CH:2]([F:15])[C:3]1[CH:7]=[C:6]([CH:8]([F:10])[F:9])[N:5]([CH2:11][C:12]([OH:14])=O)[N:4]=1.C(Cl)(=O)C(Cl)=O.[Cl-].[F:23][C:24]1[C:29]([OH:30])=[CH:28][CH:27]=[C:26]([F:31])[C:25]=1[CH:32]1[O:36][N:35]=[C:34]([C:37]2[N:38]=[C:39]([CH:42]3[CH2:47][CH2:46][NH2+:45][CH2:44][CH2:43]3)[S:40][CH:41]=2)[CH2:33]1.C(N(CC)CC)C.C(=O)([O-])O.[Na+], predict the reaction product. The product is: [F:15][CH:2]([F:1])[C:3]1[CH:7]=[C:6]([CH:8]([F:9])[F:10])[N:5]([CH2:11][C:12]([N:45]2[CH2:46][CH2:47][CH:42]([C:39]3[S:40][CH:41]=[C:37]([C:34]4[CH2:33][CH:32]([C:25]5[C:26]([F:31])=[CH:27][CH:28]=[C:29]([OH:30])[C:24]=5[F:23])[O:36][N:35]=4)[N:38]=3)[CH2:43][CH2:44]2)=[O:14])[N:4]=1. (7) Given the reactants C[Si]([C:7]1[CH:12]=[CH:11][CH:10]=[CH:9][CH:8]=1)(C=C)C=C.[C:13]([Si:15]([CH:22]([CH3:24])[CH3:23])([CH:19]([CH3:21])[CH3:20])[CH:16]([CH3:18])[CH3:17])#[CH:14], predict the reaction product. The product is: [CH:22]([Si:15]([C:13]#[C:14][SiH:15]([CH3:16])[CH:13]=[CH:14][C:7]1[CH:8]=[CH:9][CH:10]=[CH:11][CH:12]=1)([CH:19]([CH3:21])[CH3:20])[CH:16]([CH3:18])[CH3:17])([CH3:24])[CH3:23]. (8) Given the reactants [S:1]1[CH:5]=[C:4]([C:6]([OH:8])=O)[N:3]=[CH:2]1.F[P-](F)(F)(F)(F)F.ClC(=[N+]1CCCC1)N1CCCC1.C(N(C(C)C)CC)(C)C.[CH2:37]([S:44]([N:47]1[CH:51]=[CH:50][C:49]([NH2:52])=[CH:48]1)(=[O:46])=[O:45])[C:38]1[CH:43]=[CH:42][CH:41]=[CH:40][CH:39]=1, predict the reaction product. The product is: [CH2:37]([S:44]([N:47]1[CH:51]=[CH:50][C:49]([NH:52][C:6]([C:4]2[N:3]=[CH:2][S:1][CH:5]=2)=[O:8])=[CH:48]1)(=[O:46])=[O:45])[C:38]1[CH:43]=[CH:42][CH:41]=[CH:40][CH:39]=1.